Dataset: Full USPTO retrosynthesis dataset with 1.9M reactions from patents (1976-2016). Task: Predict the reactants needed to synthesize the given product. (1) Given the product [CH3:22][O:21][C:19](=[O:20])[CH2:18][N:6]1[CH2:5][CH2:4][N:3]([CH2:23][CH2:24][CH2:25][CH3:26])[C:2](=[O:1])[CH2:7]1, predict the reactants needed to synthesize it. The reactants are: [O:1]=[C:2]1[CH2:7][NH:6][CH2:5][CH2:4][NH:3]1.C(N(C(C)C)CC)(C)C.Br[CH2:18][C:19]([O:21][CH3:22])=[O:20].[CH3:23][CH2:24][CH2:25][CH2:26]CCC.CCOC(C)=O. (2) Given the product [C:18]([CH2:17][C:14]1[CH:15]=[CH:16][C:11]([CH2:8][CH:3]([C:2](=[O:1])[CH3:9])[C:4]([O:6][CH3:7])=[O:5])=[CH:12][CH:13]=1)#[N:19], predict the reactants needed to synthesize it. The reactants are: [OH:1][CH:2]([CH3:9])[C:3](=[CH2:8])[C:4]([O:6][CH3:7])=[O:5].Br[C:11]1[CH:16]=[CH:15][C:14]([CH2:17][C:18]#[N:19])=[CH:13][CH:12]=1.C(N(CC)CC)C.C(O)(=O)C. (3) The reactants are: [NH2:1][CH2:2][C:3]1[CH:4]=[C:5]([C:10]2[CH:15]=[CH:14][C:13]([C:16]([F:19])([F:18])[F:17])=[CH:12][CH:11]=2)[CH:6]=[CH:7][C:8]=1[NH2:9].Br[CH2:21][C:22]([O:24][CH2:25][CH3:26])=[O:23].C(N(CC)CC)C. Given the product [NH2:9][C:8]1[CH:7]=[CH:6][C:5]([C:10]2[CH:15]=[CH:14][C:13]([C:16]([F:17])([F:18])[F:19])=[CH:12][CH:11]=2)=[CH:4][C:3]=1[CH2:2][NH:1][CH2:21][C:22]([O:24][CH2:25][CH3:26])=[O:23], predict the reactants needed to synthesize it. (4) Given the product [OH:17][CH2:18][C:14]1[CH2:13][C:11]([C:10]([Cl:22])([Cl:21])[Cl:9])([OH:12])[N:7]([C:1]2[CH:6]=[CH:5][CH:4]=[CH:3][CH:2]=2)[N:8]=1, predict the reactants needed to synthesize it. The reactants are: [C:1]1([NH:7][NH2:8])[CH:6]=[CH:5][CH:4]=[CH:3][CH:2]=1.[Cl:9][C:10]([Cl:22])([Cl:21])[C:11]([CH:13]=[C:14]1[CH2:18][O:17]C(C)(C)O1)=[O:12]. (5) The reactants are: Br[C:2]1[C:10]2[C:6](=[N:7][O:8][N:9]=2)[CH:5]=[C:4]([Br:11])[CH:3]=1.CC[N:14]([CH2:17][CH3:18])[CH2:15]C.CN1[C:24](=[O:25])CCC1.[OH-:26].[Na+]. Given the product [Br:11][C:4]1[CH:3]=[C:2]([N:14]2[CH2:15][CH:18]([C:24]([OH:25])=[O:26])[CH2:17]2)[C:10]2[C:6]([CH:5]=1)=[N:7][O:8][N:9]=2, predict the reactants needed to synthesize it. (6) Given the product [Br:1][C:2]1[S:6][C:5]2=[N:7][C:8]([C:10]([NH:13][C:14]3[C:19]([OH:20])=[CH:18][C:17]([O:21][CH3:22])=[CH:16][C:15]=3[OH:23])=[O:11])=[CH:9][N:4]2[N:3]=1, predict the reactants needed to synthesize it. The reactants are: [Br:1][C:2]1[S:6][C:5]2=[N:7][C:8]([C:10](Cl)=[O:11])=[CH:9][N:4]2[N:3]=1.[NH2:13][C:14]1[C:19]([OH:20])=[CH:18][C:17]([O:21][CH3:22])=[CH:16][C:15]=1[OH:23].C(N(CC)CC)C. (7) Given the product [NH2:1][C:2]1[C:3]([CH3:22])=[C:4]([C:17]([CH3:21])=[CH:18][C:19]=1[CH3:20])[NH:5][CH2:6][C:7]([N:9]([CH:10]1[CH2:15][CH2:14][N:13]([C:23](=[O:30])[C:24]2[CH:29]=[CH:28][CH:27]=[CH:26][CH:25]=2)[CH2:12][CH2:11]1)[CH3:16])=[O:8], predict the reactants needed to synthesize it. The reactants are: [NH2:1][C:2]1[C:3]([CH3:22])=[C:4]([C:17]([CH3:21])=[CH:18][C:19]=1[CH3:20])[NH:5][CH2:6][C:7]([N:9]([CH3:16])[CH:10]1[CH2:15][CH2:14][NH:13][CH2:12][CH2:11]1)=[O:8].[C:23](Cl)(=[O:30])[C:24]1[CH:29]=[CH:28][CH:27]=[CH:26][CH:25]=1.C(N(CC)CC)C. (8) Given the product [OH:1][C:2]12[CH2:11][CH:6]3[CH2:7][CH:8]([CH2:10][CH:4]([CH:5]3[OH:12])[CH2:3]1)[CH2:9]2, predict the reactants needed to synthesize it. The reactants are: [OH:1][C:2]12[CH2:11][CH:6]3[CH2:7][CH:8]([CH2:10][CH:4]([C:5]3=[O:12])[CH2:3]1)[CH2:9]2.[BH4-].[Na+].